From a dataset of Forward reaction prediction with 1.9M reactions from USPTO patents (1976-2016). Predict the product of the given reaction. Given the reactants FC1C=C2C(=CC=1)N=C(C(NC(=O)OC(C)(C)C)C)C(C1C=CC=CC=1)=C2C(=O)NC.Cl.O1CCOCC1.[NH2:39][CH:40]([C:42]1[C:51]([C:52]2[CH:57]=[CH:56][CH:55]=[CH:54][CH:53]=2)=[C:50]([C:58]([NH:60][CH3:61])=[O:59])[C:49]2[C:44](=[CH:45][CH:46]=[C:47]([F:62])[CH:48]=2)[N:43]=1)[CH3:41].[NH2:63][C:64]1[C:69]([C:70]#[N:71])=[C:68](Cl)[N:67]=[CH:66][N:65]=1.CCN(C(C)C)C(C)C, predict the reaction product. The product is: [NH2:63][C:64]1[N:65]=[CH:66][N:67]=[C:68]([NH:39][CH:40]([C:42]2[C:51]([C:52]3[CH:57]=[CH:56][CH:55]=[CH:54][CH:53]=3)=[C:50]([C:58]([NH:60][CH3:61])=[O:59])[C:49]3[C:44](=[CH:45][CH:46]=[C:47]([F:62])[CH:48]=3)[N:43]=2)[CH3:41])[C:69]=1[C:70]#[N:71].